From a dataset of Full USPTO retrosynthesis dataset with 1.9M reactions from patents (1976-2016). Predict the reactants needed to synthesize the given product. (1) Given the product [Br:1][C:2]1[C:3]([F:10])=[C:4]([NH:5][S:14]([CH2:11][CH2:12][CH3:13])(=[O:16])=[O:15])[CH:6]=[C:7]([Cl:9])[CH:8]=1, predict the reactants needed to synthesize it. The reactants are: [Br:1][C:2]1[C:3]([F:10])=[C:4]([CH:6]=[C:7]([Cl:9])[CH:8]=1)[NH2:5].[CH2:11]([S:14](Cl)(=[O:16])=[O:15])[CH2:12][CH3:13]. (2) Given the product [NH2:19][C:18]1[N:17]=[CH:16][C:15]2[C:20]([C:23]3[CH2:24][CH2:25][N:26]([CH2:38][C:37]([OH:40])=[O:36])[CH2:27][CH:28]=3)=[CH:21][O:22][C:14]=2[C:13]=1[O:12][C@@H:10]([C:3]1[C:4]([Cl:9])=[CH:5][CH:6]=[C:7]([F:8])[C:2]=1[Cl:1])[CH3:11], predict the reactants needed to synthesize it. The reactants are: [Cl:1][C:2]1[C:7]([F:8])=[CH:6][CH:5]=[C:4]([Cl:9])[C:3]=1[C@H:10]([O:12][C:13]1[C:14]2[O:22][CH:21]=[C:20]([C:23]3[CH2:24][CH2:25][NH:26][CH2:27][CH:28]=3)[C:15]=2[CH:16]=[N:17][C:18]=1[NH2:19])[CH3:11].C(=O)([O-])[O-].[Cs+].[Cs+].C[O:36][C:37](=[O:40])[CH2:38]Cl.